Predict the reactants needed to synthesize the given product. From a dataset of Full USPTO retrosynthesis dataset with 1.9M reactions from patents (1976-2016). (1) Given the product [Cl:35][C:19]1[C:18]2[CH:20]=[CH:21][CH:22]=[C:23]([N:24]3[CH2:28][CH2:27][CH2:26][CH2:25]3)[C:17]=2[O:16][C:15]=1[C:13]([NH:12][C:8]1[CH:9]=[CH:10][CH:11]=[C:6]([Cl:5])[CH:7]=1)=[N:36][OH:37], predict the reactants needed to synthesize it. The reactants are: ClC(Cl)C.[Cl:5][C:6]1[CH:7]=[C:8]([NH:12][C:13]([C:15]2[O:16][C:17]3[C:23]([N:24]4[CH2:28][CH2:27][CH2:26][CH2:25]4)=[CH:22][CH:21]=[CH:20][C:18]=3[CH:19]=2)=O)[CH:9]=[CH:10][CH:11]=1.P(Cl)(Cl)(Cl)(Cl)Cl.[ClH:35].[NH2:36][OH:37]. (2) Given the product [C:14](=[O:22])([O:11][C:5]1([C:4]([F:3])([F:12])[F:13])[CH2:6][CH2:7][O:8][CH2:9][CH2:10]1)[O:15][C:16]1[CH:21]=[CH:20][CH:19]=[CH:18][N:17]=1, predict the reactants needed to synthesize it. The reactants are: [H-].[Na+].[F:3][C:4]([F:13])([F:12])[C:5]1([OH:11])[CH2:10][CH2:9][O:8][CH2:7][CH2:6]1.[C:14](=O)([O:22]C1C=CC=CN=1)[O:15][C:16]1[CH:21]=[CH:20][CH:19]=[CH:18][N:17]=1. (3) Given the product [CH:26]1([C@H:5]2[C@H:6]([CH3:25])[C@@H:7]([NH:17][C:18]3[CH:23]=[CH:22][CH:21]=[C:20]([CH3:24])[N:19]=3)[C:8]3[C:13](=[CH:12][CH:11]=[C:10]([C:14]([N:43]4[CH2:38][CH2:39][O:53][CH2:41][CH2:42]4)=[O:15])[CH:9]=3)[N:4]2[C:1](=[O:3])[CH3:2])[CH2:28][CH2:27]1, predict the reactants needed to synthesize it. The reactants are: [C:1]([N:4]1[C:13]2[C:8](=[CH:9][C:10]([C:14](O)=[O:15])=[CH:11][CH:12]=2)[C@H:7]([NH:17][C:18]2[CH:23]=[CH:22][CH:21]=[C:20]([CH3:24])[N:19]=2)[C@@H:6]([CH3:25])[C@@H:5]1[CH:26]1[CH2:28][CH2:27]1)(=[O:3])[CH3:2].CN(C(ON1N=N[C:39]2C=[CH:41][CH:42]=[N:43][C:38]1=2)=[N+](C)C)C.F[P-](F)(F)(F)(F)F.[O:53]1CCC(N)CC1.CCN(C(C)C)C(C)C. (4) Given the product [C:1]12([CH2:11][CH2:12][CH2:13][OH:14])[CH2:8][CH:7]3[CH2:6][CH:5]([CH2:4][CH:3]([CH2:9]3)[CH2:2]1)[CH2:10]2, predict the reactants needed to synthesize it. The reactants are: [C:1]12([CH2:11][CH2:12][C:13](OC)=[O:14])[CH2:10][CH:5]3[CH2:6][CH:7]([CH2:9][CH:3]([CH2:4]3)[CH2:2]1)[CH2:8]2.[H-].[Al+3].[Li+].[H-].[H-].[H-].O.[OH-].[Na+]. (5) Given the product [CH3:68][O:67][C:62]1[CH:63]=[CH:64][CH:65]=[CH:66][C:61]=1[CH2:60][O:59][CH2:58][CH2:57][CH2:56][O:55][C:52]1[CH:53]=[CH:54][C:49]([CH:48]2[CH2:47][CH2:46][N:45]([C:69]([O:71][C:72]([CH3:75])([CH3:74])[CH3:73])=[O:70])[CH2:44][CH:43]2[O:42][CH2:29][C:30]2[CH:35]=[CH:34][C:33]([N:76]3[CH2:81][CH2:80][O:79][CH2:78][CH2:77]3)=[C:32]([O:36][CH2:37][CH2:38][CH2:39][O:40][CH3:41])[CH:31]=2)=[CH:50][CH:51]=1, predict the reactants needed to synthesize it. The reactants are: C(P(C(C)(C)C)C1C=CC=CC=1C1C=CC=CC=1)(C)(C)C.CC(C)([O-])C.[Na+].Cl[CH:29]([O:42][CH:43]1[CH:48]([C:49]2[CH:54]=[CH:53][C:52]([O:55][CH2:56][CH2:57][CH2:58][O:59][CH2:60][C:61]3[CH:66]=[CH:65][CH:64]=[CH:63][C:62]=3[O:67][CH3:68])=[CH:51][CH:50]=2)[CH2:47][CH2:46][N:45]([C:69]([O:71][C:72]([CH3:75])([CH3:74])[CH3:73])=[O:70])[CH2:44]1)[C:30]1[CH:35]=[CH:34][CH:33]=[C:32]([O:36][CH2:37][CH2:38][CH2:39][O:40][CH3:41])[CH:31]=1.[NH:76]1[CH2:81][CH2:80][O:79][CH2:78][CH2:77]1. (6) Given the product [C:2]([O:5][C:6](=[O:7])[NH:8][C@H:9]([C:20](=[O:22])[N:41]([CH2:34][C:35]1[CH:40]=[CH:39][CH:38]=[CH:37][CH:36]=1)[CH2:42][C:43]1[CH:48]=[CH:47][CH:46]=[CH:45][CH:44]=1)[CH2:10][C:11]1[CH:12]=[CH:13][C:14]([N+:17]([O-:19])=[O:18])=[CH:15][CH:16]=1)([CH3:1])([CH3:3])[CH3:4], predict the reactants needed to synthesize it. The reactants are: [CH3:1][C:2]([O:5][C:6]([NH:8][C@H:9]([C:20]([OH:22])=O)[CH2:10][C:11]1[CH:16]=[CH:15][C:14]([N+:17]([O-:19])=[O:18])=[CH:13][CH:12]=1)=[O:7])([CH3:4])[CH3:3].CCN=C=NCCCN(C)C.[CH2:34]([NH:41][CH2:42][C:43]1[CH:48]=[CH:47][CH:46]=[CH:45][CH:44]=1)[C:35]1[CH:40]=[CH:39][CH:38]=[CH:37][CH:36]=1. (7) The reactants are: [C:1]([C:3]1[CH:11]=[CH:10][C:6]([C:7]([OH:9])=O)=[C:5]([F:12])[CH:4]=1)#[N:2].F[P-](F)(F)(F)(F)F.C[N+](C)=C(N(C)C)ON1C2N=CC=CC=2N=N1.C(N(CC)CC)C.Cl.[CH3:45][C@@H:46]1[CH2:51][NH:50][CH2:49][CH2:48][N:47]1[CH2:52][CH:53]([N:57]1[CH:61]=[C:60]([C:62]2[C:63]3[CH:70]=[CH:69][N:68](COCC[Si](C)(C)C)[C:64]=3[N:65]=[CH:66][N:67]=2)[CH:59]=[N:58]1)[CH2:54][C:55]#[N:56]. Given the product [C:55]([CH2:54][CH:53]([N:57]1[CH:61]=[C:60]([C:62]2[C:63]3[CH:70]=[CH:69][NH:68][C:64]=3[N:65]=[CH:66][N:67]=2)[CH:59]=[N:58]1)[CH2:52][N:47]1[CH2:48][CH2:49][N:50]([C:7]([C:6]2[CH:10]=[CH:11][C:3]([C:1]#[N:2])=[CH:4][C:5]=2[F:12])=[O:9])[CH2:51][C@H:46]1[CH3:45])#[N:56], predict the reactants needed to synthesize it.